Dataset: Reaction yield outcomes from USPTO patents with 853,638 reactions. Task: Predict the reaction yield, written as a fraction of the theoretical maximum amount of product (1.0 means a 100% yield; for example, 0.34 means a 34% yield). (1) The reactants are I.F[C:3]1[CH:8]=[CH:7][C:6]([C:9](=[NH:11])[NH2:10])=[CH:5][CH:4]=1.[Cl:12][C:13]([SH:16])(Cl)Cl.[OH-].[Na+].[Cl:19]CCl. The catalyst is O. The product is [Cl:19][C:3]1[CH:8]=[CH:7][C:6]([C:9]2[N:11]=[C:13]([Cl:12])[S:16][N:10]=2)=[CH:5][CH:4]=1. The yield is 0.312. (2) The reactants are [OH:1][C:2]1[C:7]([OH:8])=[CH:6][N:5]=[C:4]([C:9]([O:11][CH3:12])=[O:10])[CH:3]=1.C([O-])([O-])=O.[K+].[K+].Br[CH2:20][CH2:21]Br. The catalyst is CN(C=O)C. The product is [O:1]1[C:2]2[CH:3]=[C:4]([C:9]([O:11][CH3:12])=[O:10])[N:5]=[CH:6][C:7]=2[O:8][CH2:21][CH2:20]1. The yield is 0.860. (3) The reactants are [NH2:1][C:2]1[CH:10]=[C:9]2[C:5]([CH2:6][C:7](=[O:11])[NH:8]2)=[CH:4][CH:3]=1.[C:12](OC(=O)C)(=[O:14])[CH3:13]. The catalyst is C1COCC1. The product is [O:11]=[C:7]1[CH2:6][C:5]2[C:9](=[CH:10][C:2]([NH:1][C:12](=[O:14])[CH3:13])=[CH:3][CH:4]=2)[NH:8]1. The yield is 0.660. (4) The reactants are [S:1]1[CH:5]=[CH:4][N:3]=[CH:2]1.C([Li])CCC.[C:11]([C:13]1[CH:18]=[CH:17][C:16]([NH:19][C:20]2[C:31]([F:32])=[C:30]([F:33])[CH:29]=[CH:28][C:21]=2[C:22](N(OC)C)=[O:23])=[C:15]([F:34])[CH:14]=1)#[CH:12]. The catalyst is O1CCCC1. The yield is 0.410. The product is [C:11]([C:13]1[CH:18]=[CH:17][C:16]([NH:19][C:20]2[C:31]([F:32])=[C:30]([F:33])[CH:29]=[CH:28][C:21]=2[C:22]([C:2]2[S:1][CH:5]=[CH:4][N:3]=2)=[O:23])=[C:15]([F:34])[CH:14]=1)#[CH:12]. (5) The reactants are [F:1][C:2]([F:40])([F:39])[C:3]1[CH:4]=[C:5]([CH:32]=[C:33]([C:35]([F:38])([F:37])[F:36])[CH:34]=1)[CH2:6][N:7]([CH3:31])[C:8](=[O:30])[C:9]1[C:14]([C:15]2[CH:20]=[CH:19][CH:18]=[CH:17][C:16]=2[CH3:21])=[CH:13][C:12]([C:22]2[CH:27]=[CH:26][CH:25]=[CH:24][C:23]=2[O:28]C)=[N:11][CH:10]=1.B(Br)(Br)Br.Cl.[OH-].[Na+]. The catalyst is ClCCl.O. The product is [F:39][C:2]([F:1])([F:40])[C:3]1[CH:4]=[C:5]([CH:32]=[C:33]([C:35]([F:38])([F:37])[F:36])[CH:34]=1)[CH2:6][N:7]([CH3:31])[C:8](=[O:30])[C:9]1[C:14]([C:15]2[CH:20]=[CH:19][CH:18]=[CH:17][C:16]=2[CH3:21])=[CH:13][C:12]([C:22]2[CH:27]=[CH:26][CH:25]=[CH:24][C:23]=2[OH:28])=[N:11][CH:10]=1. The yield is 0.860.